From a dataset of Reaction yield outcomes from USPTO patents with 853,638 reactions. Predict the reaction yield, written as a fraction of the theoretical maximum amount of product (1.0 means a 100% yield; for example, 0.34 means a 34% yield). (1) The reactants are [CH2:1]([O:4][C:5]([NH:7][C@@H:8]([CH:12]([CH3:14])[CH3:13])[C:9]([OH:11])=[O:10])=[O:6])[CH:2]=[CH2:3].O[N:16]1[C:20](=[O:21])[CH2:19][CH2:18][C:17]1=[O:22].C1(N=C=NC2CCCCC2)CCCCC1. The catalyst is C1COCC1. The product is [CH2:1]([O:4][C:5]([NH:7][C@@H:8]([CH:12]([CH3:14])[CH3:13])[C:9]([O:11][N:16]1[C:20](=[O:21])[CH2:19][CH2:18][C:17]1=[O:22])=[O:10])=[O:6])[CH:2]=[CH2:3]. The yield is 1.00. (2) The reactants are [OH-].[Na+].[CH:3]12[CH2:12][CH:7]3[CH2:8][CH:9]([CH2:11][CH:5]([CH2:6]3)[CH:4]1[NH:13][C:14]([C:16]1[CH:17]=[N:18][N:19]([C:25]3[CH:34]=[CH:33][C:28]([C:29]([O:31]C)=[O:30])=[CH:27][CH:26]=3)[C:20]=1[C:21]([CH3:24])([CH3:23])[CH3:22])=[O:15])[CH2:10]2. The catalyst is CO. The product is [CH:3]12[CH2:10][CH:9]3[CH2:8][CH:7]([CH2:6][CH:5]([CH2:11]3)[CH:4]1[NH:13][C:14]([C:16]1[CH:17]=[N:18][N:19]([C:25]3[CH:34]=[CH:33][C:28]([C:29]([OH:31])=[O:30])=[CH:27][CH:26]=3)[C:20]=1[C:21]([CH3:23])([CH3:24])[CH3:22])=[O:15])[CH2:12]2. The yield is 0.890. (3) The reactants are [CH3:1][O:2][C:3](=[O:24])[CH:4]=[CH:5][C:6]1[CH:11]=[CH:10][C:9]([C:12]2[C:18]3[CH:19]=[CH:20][CH:21]=[CH:22][C:17]=3[CH2:16][CH2:15][CH2:14][C:13]=2Br)=[CH:8][CH:7]=1.[C:25]1(B(O)O)[CH:30]=[CH:29][CH:28]=[CH:27][CH:26]=1.C(=O)([O-])[O-].[Na+].[Na+]. The catalyst is COCCOC.C1C=CC([P]([Pd]([P](C2C=CC=CC=2)(C2C=CC=CC=2)C2C=CC=CC=2)([P](C2C=CC=CC=2)(C2C=CC=CC=2)C2C=CC=CC=2)[P](C2C=CC=CC=2)(C2C=CC=CC=2)C2C=CC=CC=2)(C2C=CC=CC=2)C2C=CC=CC=2)=CC=1. The product is [CH3:1][O:2][C:3](=[O:24])[CH:4]=[CH:5][C:6]1[CH:11]=[CH:10][C:9]([C:12]2[C:18]3[CH:19]=[CH:20][CH:21]=[CH:22][C:17]=3[CH2:16][CH2:15][CH2:14][C:13]=2[C:25]2[CH:30]=[CH:29][CH:28]=[CH:27][CH:26]=2)=[CH:8][CH:7]=1. The yield is 0.620. (4) The reactants are [NH2:1][CH:2]([C:8]#[N:9])[C:3]([O:5][CH2:6][CH3:7])=[O:4].C([O-])(O)=O.[Na+].[C:15](Cl)(=[O:22])[C:16]1[CH:21]=[CH:20][CH:19]=[CH:18][CH:17]=1. The catalyst is C(Cl)Cl.O. The product is [C:15]([NH:1][CH:2]([C:8]#[N:9])[C:3]([O:5][CH2:6][CH3:7])=[O:4])(=[O:22])[C:16]1[CH:21]=[CH:20][CH:19]=[CH:18][CH:17]=1. The yield is 0.220. (5) The reactants are C1(P(C2C=CC=CC=2)C2C=CC=CC=2)C=CC=CC=1.[F:20][C:21]1[CH:22]=[C:23]([OH:28])[CH:24]=[C:25]([F:27])[CH:26]=1.N(C(OC(C)(C)C)=O)=NC(OC(C)(C)C)=O.O[CH:46]1[CH2:51][CH2:50][N:49]([CH2:52][CH:53]([N:57]2[CH:61]=[C:60]([C:62]3[C:63]4[CH:70]=[CH:69][N:68](COCC[Si](C)(C)C)[C:64]=4[N:65]=[CH:66][N:67]=3)[CH:59]=[N:58]2)[CH2:54][C:55]#[N:56])[CH2:48][CH2:47]1.[F:79][C:80]([F:85])([F:84])[C:81]([OH:83])=[O:82].C(N)CN. The catalyst is C1COCC1.C(Cl)Cl.C(#N)C. The product is [F:79][C:80]([F:85])([F:84])[C:81]([OH:83])=[O:82].[F:79][C:80]([F:85])([F:84])[C:81]([OH:83])=[O:82].[F:79][C:80]([F:85])([F:84])[C:81]([OH:83])=[O:82].[F:20][C:21]1[CH:22]=[C:23]([CH:24]=[C:25]([F:27])[CH:26]=1)[O:28][CH:46]1[CH2:47][CH2:48][N:49]([CH2:52][CH:53]([N:57]2[CH:61]=[C:60]([C:62]3[C:63]4[CH:70]=[CH:69][NH:68][C:64]=4[N:65]=[CH:66][N:67]=3)[CH:59]=[N:58]2)[CH2:54][C:55]#[N:56])[CH2:50][CH2:51]1. The yield is 0.300. (6) The reactants are [CH2:1]([O:8][C:9]1[C:10](I)=[C:11]2[C:16](=[CH:17][C:18]=1[Cl:19])[N:15]=[CH:14][CH:13]=[CH:12]2)[C:2]1[CH:7]=[CH:6][CH:5]=[CH:4][CH:3]=1.[C:21](OCC)(=[O:27])[C:22]([O:24][CH2:25][CH3:26])=[O:23]. The catalyst is O1CCCC1. The product is [CH2:25]([O:24][C:22](=[O:23])[C:21]([C:10]1[C:9]([O:8][CH2:1][C:2]2[CH:7]=[CH:6][CH:5]=[CH:4][CH:3]=2)=[C:18]([Cl:19])[CH:17]=[C:16]2[C:11]=1[CH:12]=[CH:13][CH:14]=[N:15]2)=[O:27])[CH3:26]. The yield is 0.760. (7) The reactants are C(O[C:6]([N:8]1[CH2:13][CH2:12][N:11](C2C(=O)N(CC(C)C)N=C(C3C=CC(C)=C(F)C=3)C=2C)[CH2:10][CH2:9]1)=O)(C)(C)C.[CH2:34]([N:43]1[C:48](=[O:49])[C:47]([CH2:50]OS(C)(=O)=O)=[CH:46][C:45]([C:56]2[CH:61]=[CH:60][C:59]([F:62])=[C:58]([CH3:63])[CH:57]=2)=[N:44]1)[CH:35]=[CH:36][C:37]1[CH:42]=[CH:41][CH:40]=[CH:39][CH:38]=1.CN1CCNCC1. No catalyst specified. The product is [CH2:34]([N:43]1[C:48](=[O:49])[C:47]([CH2:50][N:11]2[CH2:12][CH2:13][N:8]([CH3:6])[CH2:9][CH2:10]2)=[CH:46][C:45]([C:56]2[CH:61]=[CH:60][C:59]([F:62])=[C:58]([CH3:63])[CH:57]=2)=[N:44]1)[CH:35]=[CH:36][C:37]1[CH:42]=[CH:41][CH:40]=[CH:39][CH:38]=1. The yield is 0.801. (8) The reactants are [OH-].[K+].[Br:3][C:4]1[CH:13]=[C:12]2[C:7]([C:8]([CH3:16])([CH3:15])[CH2:9][C:10](=[O:14])[NH:11]2)=[CH:6][C:5]=1[CH3:17].[CH3:18]I.O. The catalyst is CS(C)=O. The product is [Br:3][C:4]1[CH:13]=[C:12]2[C:7]([C:8]([CH3:15])([CH3:16])[CH2:9][C:10](=[O:14])[N:11]2[CH3:18])=[CH:6][C:5]=1[CH3:17]. The yield is 0.990.